Predict the reactants needed to synthesize the given product. From a dataset of Full USPTO retrosynthesis dataset with 1.9M reactions from patents (1976-2016). (1) The reactants are: [N:1]1[CH:6]=[CH:5][CH:4]=[CH:3][C:2]=1[O:7][CH2:8][CH2:9][NH:10]C(=O)OC(C)(C)C.[ClH:18]. Given the product [ClH:18].[ClH:18].[N:1]1[CH:6]=[CH:5][CH:4]=[CH:3][C:2]=1[O:7][CH2:8][CH2:9][NH2:10], predict the reactants needed to synthesize it. (2) Given the product [N:21]([CH:18]([CH2:19][CH3:20])[CH2:17][C:14]1[CH:15]=[CH:16][S:12][CH:13]=1)=[C:1]=[O:2], predict the reactants needed to synthesize it. The reactants are: [C:1](Cl)(Cl)=[O:2].C1(C)C=CC=CC=1.[S:12]1[CH:16]=[CH:15][C:14]([CH2:17][CH:18]([NH2:21])[CH2:19][CH3:20])=[CH:13]1.